From a dataset of Forward reaction prediction with 1.9M reactions from USPTO patents (1976-2016). Predict the product of the given reaction. (1) Given the reactants Br[C:2]1[CH:3]=[CH:4][C:5]([N+:9]([O-:11])=[O:10])=[C:6]([OH:8])[CH:7]=1.C[N:13]1[CH:18]=[CH:17]C=[CH:15][CH2:14]1, predict the reaction product. The product is: [CH2:14]([N:13]([CH2:18][CH3:17])[C:2]1[CH:3]=[CH:4][C:5]([N+:9]([O-:11])=[O:10])=[C:6]([OH:8])[CH:7]=1)[CH3:15]. (2) Given the reactants [OH:1][C:2]1[CH:7]=[CH:6][C:5]([C:8]2[CH:18]=[CH:17][C:11]([C:12]([O:14]CC)=[O:13])=[CH:10][CH:9]=2)=[CH:4][CH:3]=1.O[C:20]1[CH:29]=CC(C(OC)=O)=C[CH:21]=1, predict the reaction product. The product is: [CH2:21]([O:1][C:2]1[CH:3]=[CH:4][C:5]([C:8]2[CH:9]=[CH:10][C:11]([C:12]([OH:14])=[O:13])=[CH:17][CH:18]=2)=[CH:6][CH:7]=1)[CH2:20][CH3:29]. (3) Given the reactants [CH3:1][C:2]([CH2:5][C@H:6]1[NH:10][C@@H:9]([C:11]([NH:13][CH:14]2[CH2:19][CH2:18][CH:17]([OH:20])[CH2:16][CH2:15]2)=[O:12])[C@H:8]([C:21]2[CH:26]=[CH:25][CH:24]=[C:23]([Cl:27])[C:22]=2[F:28])[C@:7]21[C:37](=[O:38])[NH:36][C:30]1[CH:31]=[C:32]([Cl:35])[CH:33]=[CH:34][C:29]2=1)([CH3:4])[CH3:3], predict the reaction product. The product is: [CH3:4][C:2]([CH2:5][C@@H:6]1[NH:10][C@@H:9]([C:11]([NH:13][CH:14]2[CH2:15][CH2:16][CH:17]([OH:20])[CH2:18][CH2:19]2)=[O:12])[C@H:8]([C:21]2[CH:26]=[CH:25][CH:24]=[C:23]([Cl:27])[C:22]=2[F:28])[C@@:7]21[C:37](=[O:38])[NH:36][C:30]1[CH:31]=[C:32]([Cl:35])[CH:33]=[CH:34][C:29]2=1)([CH3:1])[CH3:3].